Dataset: Catalyst prediction with 721,799 reactions and 888 catalyst types from USPTO. Task: Predict which catalyst facilitates the given reaction. (1) Reactant: FC(F)(F)C(O)=O.[CH3:8][C:9]1[N:10]=[C:11]2[C:16]([O:17]CC3C=CC(OC)=CC=3)=[CH:15][C:14]([N:27]3[CH2:31][C@@H:30]([OH:32])[CH2:29][C:28]3=[O:33])=[CH:13][N:12]2[C:34]=1[CH3:35]. Product: [OH:32][C@@H:30]1[CH2:31][N:27]([C:14]2[CH:15]=[C:16]([OH:17])[C:11]3[N:12]([C:34]([CH3:35])=[C:9]([CH3:8])[N:10]=3)[CH:13]=2)[C:28](=[O:33])[CH2:29]1. The catalyst class is: 4. (2) Reactant: Cl.[F:2][C:3]1[CH:8]=[CH:7][C:6]([C@@H:9]2[NH:15][CH2:14][C:13]3[CH:16]=[CH:17][C:18]([C:20]([O:22][CH3:23])=[O:21])=[CH:19][C:12]=3[O:11][CH2:10]2)=[CH:5][CH:4]=1.CCN(CC)CC.[N:31]1([C:37](Cl)=[O:38])[CH2:36][CH2:35][O:34][CH2:33][CH2:32]1. The catalyst class is: 2. Product: [F:2][C:3]1[CH:4]=[CH:5][C:6]([C@@H:9]2[N:15]([C:37]([N:31]3[CH2:36][CH2:35][O:34][CH2:33][CH2:32]3)=[O:38])[CH2:14][C:13]3[CH:16]=[CH:17][C:18]([C:20]([O:22][CH3:23])=[O:21])=[CH:19][C:12]=3[O:11][CH2:10]2)=[CH:7][CH:8]=1.